Dataset: Forward reaction prediction with 1.9M reactions from USPTO patents (1976-2016). Task: Predict the product of the given reaction. (1) Given the reactants I[C:2]1[CH:29]=[CH:28][C:5]2[N:6]([CH2:9][C:10]3[CH:15]=[CH:14][C:13]([O:16][CH2:17][C:18]4[CH:19]=[N:20][C:21]([O:24][CH3:25])=[CH:22][CH:23]=4)=[C:12]([O:26][CH3:27])[CH:11]=3)[CH:7]=[N:8][C:4]=2[CH:3]=1.[CH3:30][N:31]1[CH2:36][CH2:35][NH:34][CH2:33][CH2:32]1.C(=O)([O-])[O-].[Na+].[Na+].N1CCC[C@H]1C(O)=O, predict the reaction product. The product is: [CH3:27][O:26][C:12]1[CH:11]=[C:10]([CH:15]=[CH:14][C:13]=1[O:16][CH2:17][C:18]1[CH:19]=[N:20][C:21]([O:24][CH3:25])=[CH:22][CH:23]=1)[CH2:9][N:6]1[C:5]2[CH:28]=[CH:29][C:2]([N:34]3[CH2:35][CH2:36][N:31]([CH3:30])[CH2:32][CH2:33]3)=[CH:3][C:4]=2[N:8]=[CH:7]1. (2) Given the reactants [C:1]([C:4]1[C:9]2[NH:10][C:11]3[C:16]([C:8]=2[C:7]([C:22]2[C:23]([CH3:40])=[C:24]([NH:28][CH2:29][C:30]4[CH:38]=[CH:37][C:36]([Cl:39])=[CH:35][C:31]=4[C:32]([OH:34])=O)[CH:25]=[CH:26][CH:27]=2)=[CH:6][N:5]=1)=[CH:15][CH:14]=[C:13]([O:17][CH2:18][CH2:19][O:20][CH3:21])[CH:12]=3)(=[O:3])[NH2:2].C(O)(C(F)(F)F)=O.C(NC(C)C)(C)C.F[P-](F)(F)(F)(F)F.N1(O[P+](N(C)C)(N(C)C)N(C)C)C2C=CC=CC=2N=N1.CN1CCOCC1, predict the reaction product. The product is: [Cl:39][C:36]1[CH:35]=[C:31]2[C:30]([CH2:29][N:28]([C:24]3[C:23]([CH3:40])=[C:22]([C:7]4[C:8]5[C:16]6[C:11](=[CH:12][C:13]([O:17][CH2:18][CH2:19][O:20][CH3:21])=[CH:14][CH:15]=6)[NH:10][C:9]=5[C:4]([C:1]([NH2:2])=[O:3])=[N:5][CH:6]=4)[CH:27]=[CH:26][CH:25]=3)[C:32]2=[O:34])=[CH:38][CH:37]=1. (3) Given the reactants [N:1]1([CH2:6][CH2:7][CH2:8][N:9]2[CH2:14][CH2:13][CH:12]([CH2:15][NH:16][C:17](=[O:28])[C:18]3[CH:23]=[C:22]([Cl:24])[C:21]([NH2:25])=[CH:20][C:19]=3[O:26][CH3:27])[CH2:11][CH2:10]2)[CH:5]=[CH:4][N:3]=[N:2]1.Cl.COC(C)(C)C, predict the reaction product. The product is: [ClH:24].[N:1]1([CH2:6][CH2:7][CH2:8][N:9]2[CH2:10][CH2:11][CH:12]([CH2:15][NH:16][C:17](=[O:28])[C:18]3[CH:23]=[C:22]([Cl:24])[C:21]([NH2:25])=[CH:20][C:19]=3[O:26][CH3:27])[CH2:13][CH2:14]2)[CH:5]=[CH:4][N:3]=[N:2]1. (4) Given the reactants FC(F)(F)[C:3]([C:5]1[C:13]2[C:8](=[C:9]([CH3:14])[CH:10]=[CH:11][CH:12]=2)[N:7]([CH2:15][CH2:16][N:17]2[CH2:22][CH2:21][O:20][CH2:19][CH2:18]2)[CH:6]=1)=[O:4].[OH-:25].[Na+].Cl, predict the reaction product. The product is: [CH3:14][C:9]1[CH:10]=[CH:11][CH:12]=[C:13]2[C:8]=1[N:7]([CH2:15][CH2:16][N:17]1[CH2:18][CH2:19][O:20][CH2:21][CH2:22]1)[CH:6]=[C:5]2[C:3]([OH:25])=[O:4]. (5) Given the reactants [CH3:1][C:2]1[N:3]=[C:4]([C:7](=[O:9])[CH3:8])[S:5][CH:6]=1.C1C(=O)N([Br:17])C(=O)C1, predict the reaction product. The product is: [Br:17][CH2:1][C:2]1[N:3]=[C:4]([C:7](=[O:9])[CH3:8])[S:5][CH:6]=1. (6) The product is: [Cl:19][C:18]1[CH:17]=[CH:16][CH:15]=[C:14]([Cl:20])[C:13]=1[C:8]1[C:7]2[O:22][C@@H:3]([CH2:2][OH:27])[CH2:4][O:5][C:6]=2[CH:11]=[C:10]([F:12])[CH:9]=1. Given the reactants Br[CH2:2][C@@H:3]([OH:22])[CH2:4][O:5][C:6]1[CH:11]=[C:10]([F:12])[CH:9]=[C:8]([C:13]2[C:18]([Cl:19])=[CH:17][CH:16]=[CH:15][C:14]=2[Cl:20])[C:7]=1O.BrC[C@@H](OC(=O)C)C[O:27]C1C(O)=C(C2C(Cl)=CC=CC=2Cl)C=C(F)C=1.[OH-].[Na+], predict the reaction product. (7) Given the reactants C(O)(=O)C.[C:5]1([C:15]2[CH:20]=[CH:19][CH:18]=[CH:17][CH:16]=2)[CH:10]=[CH:9][CH:8]=[CH:7][C:6]=1[CH2:11][C:12]([NH2:14])=[NH:13].C[O:22][C:23](=O)/[C:24](/[O:34][CH2:35][C:36]1[CH:41]=[CH:40][CH:39]=[CH:38][CH:37]=1)=[C:25](\O)/[C:26]([O:28][C:29]([CH3:32])([CH3:31])[CH3:30])=[O:27].C[O-].[Na+], predict the reaction product. The product is: [C:29]([O:28][C:26]([C:25]1[C:24]([O:34][CH2:35][C:36]2[CH:41]=[CH:40][CH:39]=[CH:38][CH:37]=2)=[C:23]([OH:22])[N:14]=[C:12]([CH2:11][C:6]2[CH:7]=[CH:8][CH:9]=[CH:10][C:5]=2[C:15]2[CH:16]=[CH:17][CH:18]=[CH:19][CH:20]=2)[N:13]=1)=[O:27])([CH3:32])([CH3:30])[CH3:31].